This data is from Reaction yield outcomes from USPTO patents with 853,638 reactions. The task is: Predict the reaction yield, written as a fraction of the theoretical maximum amount of product (1.0 means a 100% yield; for example, 0.34 means a 34% yield). The reactants are [N:1]([C:4]1[CH:5]=[C:6]2[C@@:17]3([CH2:22][CH2:21][O:20][C:19]([NH2:23])=[N:18]3)[C:16]3[CH:15]=[C:14]([Cl:24])[N:13]=[C:12]([F:25])[C:11]=3[O:10][C:7]2=[CH:8][CH:9]=1)=[N+]=[N-].[BH4-].[Na+].O. The catalyst is CO. The product is [Cl:24][C:14]1[N:13]=[C:12]([F:25])[C:11]2[O:10][C:7]3[C:6]([C@@:17]4([CH2:22][CH2:21][O:20][C:19]([NH2:23])=[N:18]4)[C:16]=2[CH:15]=1)=[CH:5][C:4]([NH2:1])=[CH:9][CH:8]=3. The yield is 0.444.